The task is: Predict the reaction yield, written as a fraction of the theoretical maximum amount of product (1.0 means a 100% yield; for example, 0.34 means a 34% yield).. This data is from Reaction yield outcomes from USPTO patents with 853,638 reactions. The reactants are Cl[C:2]1[N:7]=[N:6][C:5]([N:8]2[CH:12]=[C:11]([C:13]3[C:21]4[C:16](=[CH:17][C:18]([F:22])=[CH:19][CH:20]=4)[N:15]([S:23]([C:26]4[CH:31]=[CH:30][CH:29]=[CH:28][CH:27]=4)(=[O:25])=[O:24])[CH:14]=3)[CH:10]=[N:9]2)=[CH:4][CH:3]=1.CCN(CC)CC. The catalyst is [Pd]. The product is [F:22][C:18]1[CH:17]=[C:16]2[C:21]([C:13]([C:11]3[CH:10]=[N:9][N:8]([C:5]4[N:6]=[N:7][CH:2]=[CH:3][CH:4]=4)[CH:12]=3)=[CH:14][N:15]2[S:23]([C:26]2[CH:27]=[CH:28][CH:29]=[CH:30][CH:31]=2)(=[O:24])=[O:25])=[CH:20][CH:19]=1. The yield is 0.600.